From a dataset of Full USPTO retrosynthesis dataset with 1.9M reactions from patents (1976-2016). Predict the reactants needed to synthesize the given product. (1) The reactants are: [CH:1]1([N:7]2[CH2:12][CH2:11][N:10]([C:13]([C:15]3[C:23]4[C:18](=[CH:19][CH:20]=[CH:21][CH:22]=4)[N:17]([CH:24]4[CH2:29][CH2:28][CH:27]([NH:30]C(=O)OC(C)(C)C)[CH2:26][CH2:25]4)[CH:16]=3)=[O:14])[CH2:9][CH2:8]2)[CH2:6][CH2:5][CH2:4][CH2:3][CH2:2]1.Cl. Given the product [NH2:30][CH:27]1[CH2:26][CH2:25][CH:24]([N:17]2[C:18]3[C:23](=[CH:22][CH:21]=[CH:20][CH:19]=3)[C:15]([C:13]([N:10]3[CH2:9][CH2:8][N:7]([CH:1]4[CH2:2][CH2:3][CH2:4][CH2:5][CH2:6]4)[CH2:12][CH2:11]3)=[O:14])=[CH:16]2)[CH2:29][CH2:28]1, predict the reactants needed to synthesize it. (2) Given the product [C:32]([N:2]1[CH2:3][CH2:4][CH:5]([NH:8][C:9]([C:11]2[C:15]3[N:16]=[CH:17][N:18]=[C:19]([C:20]4[CH:25]=[CH:24][C:23]([F:26])=[CH:22][C:21]=4[O:27][CH2:28][CH:29]4[CH2:30][CH2:31]4)[C:14]=3[NH:13][CH:12]=2)=[O:10])[CH2:6][CH2:7]1)(=[O:34])[CH3:33], predict the reactants needed to synthesize it. The reactants are: Cl.[NH:2]1[CH2:7][CH2:6][CH:5]([NH:8][C:9]([C:11]2[C:15]3[N:16]=[CH:17][N:18]=[C:19]([C:20]4[CH:25]=[CH:24][C:23]([F:26])=[CH:22][C:21]=4[O:27][CH2:28][CH:29]4[CH2:31][CH2:30]4)[C:14]=3[NH:13][CH:12]=2)=[O:10])[CH2:4][CH2:3]1.[C:32](Cl)(=[O:34])[CH3:33]. (3) Given the product [O:12]=[C:11]1[N:5]2[C@@H:6]([CH2:7][O:8][C@@H:3]([C:2]([OH:14])=[O:1])[CH2:4]2)[CH2:9][CH2:10]1, predict the reactants needed to synthesize it. The reactants are: [OH:1][CH2:2][C@@H:3]1[O:8][CH2:7][C@H:6]2[CH2:9][CH2:10][C:11](=[O:12])[N:5]2[CH2:4]1.C([O-])(O)=[O:14].[Na+].CC1(C)N([O])C(C)(C)CCC1.[Na+].[Br-].ClN1C(=O)N(Cl)C(=O)N(Cl)C1=O.